This data is from Full USPTO retrosynthesis dataset with 1.9M reactions from patents (1976-2016). The task is: Predict the reactants needed to synthesize the given product. (1) The reactants are: [CH3:1][O:2][C:3]1[CH:8]=[CH:7][C:6]([S:9]([NH:12][C:13]2([C:18]([OH:20])=[O:19])[CH2:17][CH2:16][CH2:15][CH2:14]2)(=[O:11])=[O:10])=[CH:5][CH:4]=1.C(N(CC)CC)C.F[P-](F)(F)(F)(F)F.[N:35]1(O[P+](N(C)C)(N(C)C)N(C)C)[C:39]2[CH:40]=[CH:41][CH:42]=[CH:43][C:38]=2[N:37]=[N:36]1. Given the product [N:35]1([O:19][C:18]([C:13]2([NH:12][S:9]([C:6]3[CH:7]=[CH:8][C:3]([O:2][CH3:1])=[CH:4][CH:5]=3)(=[O:11])=[O:10])[CH2:17][CH2:16][CH2:15][CH2:14]2)=[O:20])[C:39]2[CH:40]=[CH:41][CH:42]=[CH:43][C:38]=2[N:37]=[N:36]1, predict the reactants needed to synthesize it. (2) Given the product [OH:1][CH:2]1[CH2:6][CH2:5][N:4]([C:7]([N:9]2[CH2:14][CH:13]([C:15]3[CH:16]=[CH:17][C:18]([O:21][C:22]([F:23])([F:25])[F:24])=[CH:19][CH:20]=3)[CH2:12][CH:11]([C:26]3[O:28][N:33]=[C:31]([CH3:32])[N:30]=3)[CH2:10]2)=[O:8])[CH2:3]1, predict the reactants needed to synthesize it. The reactants are: [OH:1][CH:2]1[CH2:6][CH2:5][N:4]([C:7]([N:9]2[CH2:14][CH:13]([C:15]3[CH:20]=[CH:19][C:18]([O:21][C:22]([F:25])([F:24])[F:23])=[CH:17][CH:16]=3)[CH2:12][CH:11]([C:26]([OH:28])=O)[CH2:10]2)=[O:8])[CH2:3]1.O[N:30]=[C:31]([NH2:33])[CH3:32].